This data is from Full USPTO retrosynthesis dataset with 1.9M reactions from patents (1976-2016). The task is: Predict the reactants needed to synthesize the given product. (1) Given the product [Br:27][C:28]1[N:29]=[CH:30][C:31]([NH:34][C:35]2[CH:39]=[C:38]([C:40]3[C:45]([O:46][CH3:47])=[CH:44][CH:43]=[CH:42][C:41]=3[O:15][CH2:16][CH2:17][CH2:18][NH:19][C:20](=[O:26])[O:21][C:22]([CH3:23])([CH3:25])[CH3:24])[NH:37][N:36]=2)=[N:32][CH:33]=1, predict the reactants needed to synthesize it. The reactants are: N(C(OC(C)C)=O)=NC(OC(C)C)=O.[OH:15][CH2:16][CH2:17][CH2:18][NH:19][C:20](=[O:26])[O:21][C:22]([CH3:25])([CH3:24])[CH3:23].[Br:27][C:28]1[N:29]=[CH:30][C:31]([NH:34][C:35]2[CH:39]=[C:38]([C:40]3[C:45]([O:46][CH3:47])=[CH:44][CH:43]=[CH:42][C:41]=3O)[NH:37][N:36]=2)=[N:32][CH:33]=1. (2) Given the product [CH2:34]([C@@H:14]([CH2:13][CH2:12][C@H:8]([CH2:1][C:2]1[CH:3]=[CH:4][CH:5]=[CH:6][CH:7]=1)[C:9]([NH:48][C@H:49]1[CH2:55][CH2:54][CH2:53][CH2:52][N:51]([C:56]2[CH:61]=[CH:60][CH:59]=[CH:58][C:57]=2[O:62][CH3:63])[C:50]1=[O:64])=[O:10])[C:15]([NH:17][C@H:18]1[CH2:24][CH2:23][S:22][C@H:21]2[CH2:25][CH2:26][CH2:27][C@@H:28]([C:29]([O:31][CH3:32])=[O:30])[N:20]2[C:19]1=[O:33])=[O:16])[C:35]1[CH:40]=[CH:39][CH:38]=[CH:37][CH:36]=1, predict the reactants needed to synthesize it. The reactants are: [CH2:1]([C@@H:8]([CH2:12][CH2:13][C@H:14]([CH2:34][C:35]1[CH:40]=[CH:39][CH:38]=[CH:37][CH:36]=1)[C:15]([NH:17][C@H:18]1[CH2:24][CH2:23][S:22][C@H:21]2[CH2:25][CH2:26][CH2:27][C@@H:28]([C:29]([O:31][CH3:32])=[O:30])[N:20]2[C:19]1=[O:33])=[O:16])[C:9](O)=[O:10])[C:2]1[CH:7]=[CH:6][CH:5]=[CH:4][CH:3]=1.FC(F)(F)C(O)=O.[NH2:48][C@H:49]1[CH2:55][CH2:54][CH2:53][CH2:52][N:51]([C:56]2[CH:61]=[CH:60][CH:59]=[CH:58][C:57]=2[O:62][CH3:63])[C:50]1=[O:64]. (3) Given the product [N:43]1([CH2:2][CH2:3][CH2:4][O:5][C:6]2[CH:13]=[CH:12][C:9]([CH2:10][N:15]3[CH2:16][CH2:17][C:18]4[C:23](=[CH:22][CH:21]=[CH:20][CH:19]=4)[CH2:14]3)=[CH:8][CH:7]=2)[CH2:48][CH2:47][CH2:46][CH2:45][CH2:44]1, predict the reactants needed to synthesize it. The reactants are: Cl[CH2:2][CH2:3][CH2:4][O:5][C:6]1[CH:13]=[CH:12][C:9]([CH:10]=O)=[CH:8][CH:7]=1.[CH2:14]1[C:23]2[C:18](=[CH:19][CH:20]=[CH:21][CH:22]=2)[CH2:17][CH2:16][NH:15]1.C(O[BH-](OC(=O)C)OC(=O)C)(=O)C.[Na+].C(=O)(O)[O-].[Na+].[NH:43]1[CH2:48][CH2:47][CH2:46][CH2:45][CH2:44]1.C(=O)([O-])[O-].[Na+].[Na+].[I-].[K+]. (4) Given the product [N:1]1([C:7]([N:9]2[CH2:14][CH:13]([C:15]3[CH:20]=[CH:19][C:18]([O:21][C:22]([F:25])([F:23])[F:24])=[CH:17][CH:16]=3)[CH2:12][CH:11]([C:26]([NH:38][NH:37][C:35]([C:29]3[CH:34]=[CH:33][CH:32]=[CH:31][CH:30]=3)=[O:36])=[O:28])[CH2:10]2)=[O:8])[CH2:2][CH2:3][O:4][CH2:5][CH2:6]1, predict the reactants needed to synthesize it. The reactants are: [N:1]1([C:7]([N:9]2[CH2:14][CH:13]([C:15]3[CH:20]=[CH:19][C:18]([O:21][C:22]([F:25])([F:24])[F:23])=[CH:17][CH:16]=3)[CH2:12][CH:11]([C:26]([OH:28])=O)[CH2:10]2)=[O:8])[CH2:6][CH2:5][O:4][CH2:3][CH2:2]1.[C:29]1([C:35]([NH:37][NH2:38])=[O:36])[CH:34]=[CH:33][CH:32]=[CH:31][CH:30]=1. (5) The reactants are: [CH2:1]([O:5][C:6]1[CH:16]=[CH:15][C:9](/[CH:10]=[CH:11]/[C:12]([OH:14])=[O:13])=[CH:8][C:7]=1[O:17][CH3:18])[CH2:2][CH2:3][CH3:4].Cl[CH2:20][CH2:21][CH2:22][CH2:23][CH2:24][CH2:25][OH:26]. Given the product [OH:26][CH2:25][CH2:24][CH2:23][CH2:22][CH2:21][CH2:20][O:13][C:12](=[O:14])/[CH:11]=[CH:10]/[C:9]1[CH:15]=[CH:16][C:6]([O:5][CH2:1][CH2:2][CH2:3][CH3:4])=[C:7]([O:17][CH3:18])[CH:8]=1, predict the reactants needed to synthesize it. (6) Given the product [CH3:1][O:2][C:3]1[N:8]=[CH:7][C:6]([NH:9][S:20]([C:11]2[CH:12]=[CH:13][C:14]3[C:19](=[CH:18][CH:17]=[CH:16][CH:15]=3)[CH:10]=2)(=[O:22])=[O:21])=[CH:5][CH:4]=1, predict the reactants needed to synthesize it. The reactants are: [CH3:1][O:2][C:3]1[N:8]=[CH:7][C:6]([NH2:9])=[CH:5][CH:4]=1.[CH:10]1[C:19]2[C:14](=[CH:15][CH:16]=[CH:17][CH:18]=2)[CH:13]=[CH:12][C:11]=1[S:20](Cl)(=[O:22])=[O:21]. (7) Given the product [CH3:30][C:29]([CH3:32])([CH3:31])[C:28]#[C:27][C:7]1[S:6][C:5]([C:3]([OH:2])=[O:4])=[C:9]([N:10]([C:18]([CH:20]2[CH2:21][CH2:22][CH:23]([CH3:26])[CH2:24][CH2:25]2)=[O:19])[CH:11]2[CH2:12][CH2:13][CH:14]([NH:35][N:34]([CH3:33])[C:36]3[CH:41]=[CH:40][CH:39]=[CH:38][N:37]=3)[CH2:15][CH2:16]2)[CH:8]=1, predict the reactants needed to synthesize it. The reactants are: C[O:2][C:3]([C:5]1[S:6][C:7]([C:27]#[C:28][C:29]([CH3:32])([CH3:31])[CH3:30])=[CH:8][C:9]=1[N:10]([C:18]([CH:20]1[CH2:25][CH2:24][CH:23]([CH3:26])[CH2:22][CH2:21]1)=[O:19])[CH:11]1[CH2:16][CH2:15][C:14](=O)[CH2:13][CH2:12]1)=[O:4].[CH3:33][N:34]([C:36]1[CH:41]=[CH:40][CH:39]=[CH:38][N:37]=1)[NH2:35].CC(O)=O.[BH-](OC(C)=O)(OC(C)=O)OC(C)=O.[Na+].C([O-])(O)=O.[Na+].[OH-].[Li+].C(O)(C(F)(F)F)=O.